From a dataset of Forward reaction prediction with 1.9M reactions from USPTO patents (1976-2016). Predict the product of the given reaction. (1) The product is: [Br:1][C:2]1[CH:7]=[CH:6][C:5]([S:8]([NH:22][C@@H:18]([CH:15]2[CH2:16][CH2:17][CH2:12][CH2:13][CH2:14]2)[CH2:19][OH:20])(=[O:10])=[O:9])=[CH:4][CH:3]=1. Given the reactants [Br:1][C:2]1[CH:7]=[CH:6][C:5]([S:8](Cl)(=[O:10])=[O:9])=[CH:4][CH:3]=1.[CH2:12]1[CH2:17][CH2:16][CH:15]([C@H:18]([NH2:22])[C:19](O)=[O:20])[CH2:14][CH2:13]1.C1C([C@@H](N)C(O)=O)=CC=C(O)C=1.N[C@@H](C(O)=O)CCSC.N[C@H](C(O)=O)CC1C2C(=CC=CC=2)NC=1, predict the reaction product. (2) The product is: [CH2:8]([O:11][C:12]1[CH:17]=[CH:16][NH:15][C:14](=[O:3])[C:13]=1[CH3:19])[CH2:9][CH3:10]. Given the reactants C(OC(=O)C)(=[O:3])C.[CH2:8]([O:11][C:12]1[CH:17]=[CH:16][N+:15]([O-])=[CH:14][C:13]=1[CH3:19])[CH2:9][CH3:10], predict the reaction product. (3) Given the reactants [NH2:1][CH:2]1[C:8](=[O:9])[N:7]([CH2:10][CH3:11])[C:6]2[CH:12]=[CH:13][C:14]([N+:18]([O-:20])=[O:19])=[C:15]([O:16][CH3:17])[C:5]=2[CH2:4][CH2:3]1.Br[CH2:22][CH2:23][O:24][CH2:25][CH2:26]Br.C(=O)([O-])[O-].[K+].[K+], predict the reaction product. The product is: [CH2:10]([N:7]1[C:8](=[O:9])[CH:2]([N:1]2[CH2:26][CH2:25][O:24][CH2:23][CH2:22]2)[CH2:3][CH2:4][C:5]2[C:15]([O:16][CH3:17])=[C:14]([N+:18]([O-:20])=[O:19])[CH:13]=[CH:12][C:6]1=2)[CH3:11]. (4) Given the reactants [CH3:1][O:2][C:3]([C:5]1[S:6][C:7]([Br:25])=[CH:8][C:9]=1[N:10]([CH:20]([CH2:23][OH:24])[CH2:21][OH:22])[C:11]([C@H:13]1[CH2:18][CH2:17][C@H:16]([CH3:19])[CH2:15][CH2:14]1)=[O:12])=[O:4].C=O.[C:28]([O-])(O)=O.[Na+], predict the reaction product. The product is: [CH3:1][O:2][C:3]([C:5]1[S:6][C:7]([Br:25])=[CH:8][C:9]=1[N:10]([CH:20]1[CH2:23][O:24][CH2:28][O:22][CH2:21]1)[C:11]([C@H:13]1[CH2:18][CH2:17][C@H:16]([CH3:19])[CH2:15][CH2:14]1)=[O:12])=[O:4]. (5) Given the reactants [P:1](N)([O-:3])[O-:2].[Si:5]([O:12][CH2:13][CH:14]([OH:44])[CH2:15][O:16][C:17]1[CH:22]=[C:21]([Cl:23])[C:20]([C:24]2[N:28]=[C:27]([C:29]3[N:30]=[C:31]4[C:36]([Cl:37])=[CH:35][C:34]([C:38]([F:41])([F:40])[F:39])=[CH:33][N:32]4[CH:42]=3)[O:26][N:25]=2)=[CH:19][C:18]=1[Cl:43])([C:8]([CH3:11])([CH3:10])[CH3:9])([CH3:7])[CH3:6].N1C=NN=N1.OO.[O-]S([O-])(=S)=O.[Na+].[Na+].[OH2:59], predict the reaction product. The product is: [P:1]([O:44][CH:14]([CH2:15][O:16][C:17]1[CH:22]=[C:21]([Cl:23])[C:20]([C:24]2[N:28]=[C:27]([C:29]3[N:30]=[C:31]4[C:36]([Cl:37])=[CH:35][C:34]([C:38]([F:41])([F:40])[F:39])=[CH:33][N:32]4[CH:42]=3)[O:26][N:25]=2)=[CH:19][C:18]=1[Cl:43])[CH2:13][O:12][Si:5]([C:8]([CH3:10])([CH3:11])[CH3:9])([CH3:6])[CH3:7])([O:3][C:20]([CH3:24])([CH3:21])[CH3:19])([O:59][C:8]([CH3:11])([CH3:10])[CH3:9])=[O:2].